Task: Predict the reaction yield, written as a fraction of the theoretical maximum amount of product (1.0 means a 100% yield; for example, 0.34 means a 34% yield).. Dataset: Reaction yield outcomes from USPTO patents with 853,638 reactions (1) The reactants are [Cl:1][C:2]1[CH:18]=[C:17]([Cl:19])[CH:16]=[CH:15][C:3]=1[CH2:4][NH:5][C:6](=[O:14])[C:7]1[CH:12]=[CH:11][N:10]=[C:9]([OH:13])[CH:8]=1.Br[CH2:21][CH2:22][O:23][CH2:24][CH3:25].C(=O)([O-])[O-].[K+].[K+]. The catalyst is C(#N)C. The product is [Cl:1][C:2]1[CH:18]=[C:17]([Cl:19])[CH:16]=[CH:15][C:3]=1[CH2:4][NH:5][C:6]([C:7]1[CH:12]=[CH:11][N:10]([CH2:21][CH2:22][O:23][CH2:24][CH3:25])[C:9](=[O:13])[CH:8]=1)=[O:14]. The yield is 0.0840. (2) The reactants are [C:1](=[NH:25])([O:3][CH2:4][CH2:5][C:6]1[CH:11]=[CH:10][C:9]([O:12][C:13]2[CH:18]=[CH:17][C:16]([Cl:19])=[C:15]([O:20][C:21]([F:24])([F:23])[F:22])[CH:14]=2)=[CH:8][CH:7]=1)[NH2:2].[OH:26]/[CH:27]=[C:28](/[CH2:33][C:34]1[CH:35]=[N:36][C:37]([O:40][CH3:41])=[N:38][CH:39]=1)\[C:29](OC)=O.C([O-])([O-])=O.[Cs+].[Cs+]. The catalyst is O1CCOCC1. The product is [Cl:19][C:16]1[CH:17]=[CH:18][C:13]([O:12][C:9]2[CH:8]=[CH:7][C:6]([CH2:5][CH2:4][O:3][C:1]3[NH:2][CH:29]=[C:28]([CH2:33][C:34]4[CH:35]=[N:36][C:37]([O:40][CH3:41])=[N:38][CH:39]=4)[C:27](=[O:26])[N:25]=3)=[CH:11][CH:10]=2)=[CH:14][C:15]=1[O:20][C:21]([F:24])([F:22])[F:23]. The yield is 0.158. (3) The reactants are [CH2:1]([O:3][C:4](=[O:26])[C@@H:5]([CH2:12][C:13]1[CH:18]=[CH:17][C:16]([NH2:19])=[C:15]([CH3:20])[C:14]=1[CH2:21][O:22][C:23](=[O:25])[CH3:24])[CH2:6][C:7]([O:9][CH2:10][CH3:11])=[O:8])[CH3:2].[Cl:27]N1C(=O)CCC1=O. The catalyst is C(#N)C.C(OCC)(=O)C. The product is [CH2:1]([O:3][C:4](=[O:26])[C@@H:5]([CH2:12][C:13]1[CH:18]=[C:17]([Cl:27])[C:16]([NH2:19])=[C:15]([CH3:20])[C:14]=1[CH2:21][O:22][C:23](=[O:25])[CH3:24])[CH2:6][C:7]([O:9][CH2:10][CH3:11])=[O:8])[CH3:2]. The yield is 0.590. (4) The reactants are [CH3:1][O:2][C:3](=[O:16])[CH2:4][C:5]1[CH:10]=[CH:9][CH:8]=[C:7]([O:11][CH2:12][CH2:13][CH2:14]Br)[CH:6]=1.[Cl:17][C:18]1[C:25]([C:26]([F:29])([F:28])[F:27])=[CH:24][CH:23]=[CH:22][C:19]=1[CH2:20][NH2:21].C(=O)([O-])[O-].[K+].[K+]. The catalyst is C(#N)C. The product is [CH3:1][O:2][C:3](=[O:16])[CH2:4][C:5]1[CH:10]=[CH:9][CH:8]=[C:7]([O:11][CH2:12][CH2:13][CH2:14][NH:21][CH2:20][C:19]2[CH:22]=[CH:23][CH:24]=[C:25]([C:26]([F:27])([F:28])[F:29])[C:18]=2[Cl:17])[CH:6]=1. The yield is 0.500. (5) The reactants are [CH3:1][O:2][C:3]1[CH:8]=[CH:7][C:6]([C:9]2([C:12]([OH:14])=[O:13])[CH2:11][CH2:10]2)=[CH:5][CH:4]=1.O.[C:16]1(C)C=CC(S(O)(=O)=O)=CC=1. The catalyst is CO. The product is [CH3:16][O:13][C:12]([C:9]1([C:6]2[CH:5]=[CH:4][C:3]([O:2][CH3:1])=[CH:8][CH:7]=2)[CH2:10][CH2:11]1)=[O:14]. The yield is 0.990.